Dataset: NCI-60 drug combinations with 297,098 pairs across 59 cell lines. Task: Regression. Given two drug SMILES strings and cell line genomic features, predict the synergy score measuring deviation from expected non-interaction effect. (1) Drug 1: CC1OCC2C(O1)C(C(C(O2)OC3C4COC(=O)C4C(C5=CC6=C(C=C35)OCO6)C7=CC(=C(C(=C7)OC)O)OC)O)O. Drug 2: C(CN)CNCCSP(=O)(O)O. Cell line: OVCAR-5. Synergy scores: CSS=6.13, Synergy_ZIP=-2.26, Synergy_Bliss=-1.29, Synergy_Loewe=-14.0, Synergy_HSA=-3.52. (2) Drug 1: CNC(=O)C1=CC=CC=C1SC2=CC3=C(C=C2)C(=NN3)C=CC4=CC=CC=N4. Drug 2: CC1=C(C(=O)C2=C(C1=O)N3CC4C(C3(C2COC(=O)N)OC)N4)N. Cell line: HCC-2998. Synergy scores: CSS=13.7, Synergy_ZIP=-4.50, Synergy_Bliss=-9.18, Synergy_Loewe=-15.0, Synergy_HSA=-7.28. (3) Drug 1: CCC1(CC2CC(C3=C(CCN(C2)C1)C4=CC=CC=C4N3)(C5=C(C=C6C(=C5)C78CCN9C7C(C=CC9)(C(C(C8N6C)(C(=O)OC)O)OC(=O)C)CC)OC)C(=O)OC)O.OS(=O)(=O)O. Drug 2: CC(C)(C#N)C1=CC(=CC(=C1)CN2C=NC=N2)C(C)(C)C#N. Cell line: MDA-MB-435. Synergy scores: CSS=3.00, Synergy_ZIP=-5.12, Synergy_Bliss=-9.04, Synergy_Loewe=-39.8, Synergy_HSA=-12.1.